From a dataset of Reaction yield outcomes from USPTO patents with 853,638 reactions. Predict the reaction yield, written as a fraction of the theoretical maximum amount of product (1.0 means a 100% yield; for example, 0.34 means a 34% yield). (1) The reactants are CCO.[NH2:4][N:5]1[CH:9]=[C:8]([C:10]#[N:11])[CH:7]=[C:6]1[C:12]#[N:13].C(O)(=O)C.[CH:18](N)=[NH:19].C(=O)([O-])[O-].[K+].[K+]. The catalyst is CCOC(C)=O. The product is [NH2:13][C:12]1[C:6]2=[CH:7][C:8]([C:10]#[N:11])=[CH:9][N:5]2[N:4]=[CH:18][N:19]=1. The yield is 0.750. (2) The reactants are [Cl:1][CH2:2][C:3]([NH:5][C:6]1[CH:14]=[CH:13][CH:12]=[C:11]2[C:7]=1[C:8](=[O:32])[N:9]([CH:16]([C:21]1[CH:26]=[CH:25][C:24]([O:27][CH3:28])=[C:23]([O:29][CH2:30][CH3:31])[CH:22]=1)[CH2:17][C:18](=[O:20])[CH3:19])[C:10]2=[O:15])=[O:4].[CH3:33][NH:34][CH3:35].Cl. The catalyst is O1CCCC1.C(OCC)(=O)C.CCOCC. The product is [ClH:1].[CH3:33][N:34]([CH3:35])[CH2:2][C:3]([NH:5][C:6]1[CH:14]=[CH:13][CH:12]=[C:11]2[C:7]=1[C:8](=[O:32])[N:9]([CH:16]([C:21]1[CH:26]=[CH:25][C:24]([O:27][CH3:28])=[C:23]([O:29][CH2:30][CH3:31])[CH:22]=1)[CH2:17][C:18](=[O:20])[CH3:19])[C:10]2=[O:15])=[O:4]. The yield is 0.440. (3) The reactants are [CH3:1][C:2]1[N:7]=[CH:6][C:5]([CH2:8][O:9][C:10]2[CH:15]=[CH:14][N:13]([C:16]3[CH:21]=[CH:20][C:19]4[C:22]5[CH2:23][N:24](C(OC(C)(C)C)=O)[CH2:25][CH2:26][C:27]=5[O:28][C:18]=4[CH:17]=3)[C:12](=[O:36])[CH:11]=2)=[CH:4][CH:3]=1.Cl. The catalyst is CO.CCOCC. The product is [CH3:1][C:2]1[N:7]=[CH:6][C:5]([CH2:8][O:9][C:10]2[CH:15]=[CH:14][N:13]([C:16]3[CH:21]=[CH:20][C:19]4[C:22]5[CH2:23][NH:24][CH2:25][CH2:26][C:27]=5[O:28][C:18]=4[CH:17]=3)[C:12](=[O:36])[CH:11]=2)=[CH:4][CH:3]=1. The yield is 0.980. (4) The reactants are [NH2:1][C:2]1[CH:3]=[C:4]2[C:8](=[CH:9][CH:10]=1)[N:7]([CH2:11][CH2:12][N:13]([CH3:15])[CH3:14])[C:6]([CH3:16])=[CH:5]2.[S:17]1[CH:21]=[C:20]([S:22](Cl)(=[O:24])=[O:23])[C:19]2[CH:26]=[CH:27][CH:28]=[CH:29][C:18]1=2. No catalyst specified. The product is [CH3:14][N:13]([CH3:15])[CH2:12][CH2:11][N:7]1[C:8]2[C:4](=[CH:3][C:2]([NH:1][S:22]([C:20]3[C:19]4[CH:26]=[CH:27][CH:28]=[CH:29][C:18]=4[S:17][CH:21]=3)(=[O:23])=[O:24])=[CH:10][CH:9]=2)[CH:5]=[C:6]1[CH3:16]. The yield is 0.390.